Predict the reaction yield, written as a fraction of the theoretical maximum amount of product (1.0 means a 100% yield; for example, 0.34 means a 34% yield). From a dataset of Reaction yield outcomes from USPTO patents with 853,638 reactions. (1) The reactants are [S:1]1[CH:5]=[CH:4][CH:3]=[C:2]1[CH2:6][CH2:7][NH2:8].[C:9](Cl)(=[O:18])[C:10]1[CH:15]=[CH:14][C:13]([O:16][CH3:17])=[CH:12][CH:11]=1.C(N(CC)CC)C. The catalyst is C1COCC1. The product is [CH3:17][O:16][C:13]1[CH:14]=[CH:15][C:10]([C:9]([NH:8][CH2:7][CH2:6][C:2]2[S:1][CH:5]=[CH:4][CH:3]=2)=[O:18])=[CH:11][CH:12]=1. The yield is 0.950. (2) The reactants are [NH2:1][C@H:2]([C:7]([OH:9])=[O:8])[CH2:3][CH2:4][S:5][CH3:6].[S:10]1[C:14]2[CH:15]=[CH:16][CH:17]=[CH:18][C:13]=2[CH:12]=[C:11]1[C:19]1[O:23][C:22](=[O:24])[C:21]2([CH2:29][CH2:28][CH2:27][CH2:26][CH2:25]2)[N:20]=1. The catalyst is CN1CCOCC1. The product is [S:10]1[C:14]2[CH:15]=[CH:16][CH:17]=[CH:18][C:13]=2[CH:12]=[C:11]1[C:19]([NH:20][C:21]1([C:22]([NH:1][C@H:2]([C:7]([OH:9])=[O:8])[CH2:3][CH2:4][S:5][CH3:6])=[O:24])[CH2:29][CH2:28][CH2:27][CH2:26][CH2:25]1)=[O:23]. The yield is 0.220. (3) The product is [OH:28][CH:27]=[C:5]1[C:6]2([CH2:7][CH2:8][N:9]([C:12]([O:14][C:15]([CH3:18])([CH3:17])[CH3:16])=[O:13])[CH2:10][CH2:11]2)[O:19][C:20]2[C:25](=[CH:24][CH:23]=[CH:22][CH:21]=2)[C:4]1=[O:3]. The yield is 0.360. The catalyst is CO. The reactants are [H-].[Na+].[O:3]=[C:4]1[C:25]2[C:20](=[CH:21][CH:22]=[CH:23][CH:24]=2)[O:19][C:6]2([CH2:11][CH2:10][N:9]([C:12]([O:14][C:15]([CH3:18])([CH3:17])[CH3:16])=[O:13])[CH2:8][CH2:7]2)[CH2:5]1.C[CH2:27][O:28]CC.C(OCC)=O. (4) The reactants are [Br:1][C:2]1[CH:3]=[CH:4][C:5]2[C:11](=[O:12])[CH2:10][CH2:9][CH2:8][O:7][C:6]=2[CH:13]=1.C1CCCCC1.CO[CH:22](OC)[N:23]([CH3:25])[CH3:24]. No catalyst specified. The product is [Br:1][C:2]1[CH:3]=[CH:4][C:5]2[C:11](=[O:12])/[C:10](=[CH:22]/[N:23]([CH3:25])[CH3:24])/[CH2:9][CH2:8][O:7][C:6]=2[CH:13]=1. The yield is 0.860. (5) The product is [ClH:28].[CH2:1]([N:5]1[CH2:6][CH2:7][CH:8]([CH2:11][NH:12][C:13]([C:15]2[C:23]3[CH:22]=[CH:21][CH:20]=[CH:19][C:18]=3[N:17]3[CH2:24][CH2:25][CH2:26][O:27][C:16]=23)=[O:14])[CH2:9][CH2:10]1)[CH2:2][CH2:3][CH3:4]. No catalyst specified. The reactants are [CH2:1]([N:5]1[CH2:10][CH2:9][CH:8]([CH2:11][NH:12][C:13]([C:15]2[C:23]3[CH:22]=[CH:21][CH:20]=[CH:19][C:18]=3[N:17]3[CH2:24][CH2:25][CH2:26][O:27][C:16]=23)=[O:14])[CH2:7][CH2:6]1)[CH2:2][CH2:3][CH3:4].[ClH:28]. The yield is 0.890. (6) The reactants are [C:1]([C:4]1[CH:9]=[CH:8][CH:7]=[CH:6][CH:5]=1)(=[O:3])[CH3:2]. The catalyst is CC(O)C. The product is [C:4]1([CH:1]([OH:3])[CH3:2])[CH:9]=[CH:8][CH:7]=[CH:6][CH:5]=1. The yield is 0.680. (7) The reactants are [Cl:1][C:2]1[CH:3]=[CH:4][C:5]([NH:17][CH2:18][CH:19]2[CH2:24][CH2:23][NH:22][CH2:21][CH2:20]2)=[C:6]([CH:16]=1)[C:7]([NH:9][C:10]1[CH:15]=[CH:14][CH:13]=[CH:12][N:11]=1)=[O:8].CO.[C:27](O)(=O)[CH3:28].[C:31]([BH3-])#N.[Na+]. The catalyst is CC(C)=O. The product is [Cl:1][C:2]1[CH:3]=[CH:4][C:5]([NH:17][CH2:18][CH:19]2[CH2:20][CH2:21][N:22]([CH:27]([CH3:28])[CH3:31])[CH2:23][CH2:24]2)=[C:6]([CH:16]=1)[C:7]([NH:9][C:10]1[CH:15]=[CH:14][CH:13]=[CH:12][N:11]=1)=[O:8]. The yield is 0.340.